This data is from Reaction yield outcomes from USPTO patents with 853,638 reactions. The task is: Predict the reaction yield, written as a fraction of the theoretical maximum amount of product (1.0 means a 100% yield; for example, 0.34 means a 34% yield). (1) The reactants are C(N(CC)CC)C.[C:8](Cl)(Cl)=[O:9].[Br:12][C:13]1[CH:14]=[C:15]2[C:19](=[CH:20][CH:21]=1)[NH:18][CH:17]=[CH:16]2.[C:22]([NH:25][NH2:26])(=[O:24])[CH3:23]. The catalyst is C1COCC1.O. The product is [C:22]([NH:25][NH:26][C:8]([N:18]1[C:19]2[C:15](=[CH:14][C:13]([Br:12])=[CH:21][CH:20]=2)[CH:16]=[CH:17]1)=[O:9])(=[O:24])[CH3:23]. The yield is 0.490. (2) The reactants are [C:1]([O:5][P:6]([O:13][CH2:14][CH2:15][N:16]([CH2:27][CH3:28])C(=O)OCC1C=CC=CC=1)([O:8][C:9]([CH3:12])([CH3:11])[CH3:10])=[O:7])([CH3:4])([CH3:3])[CH3:2]. The catalyst is CO.[Pd]. The product is [P:6]([O:13][CH2:14][CH2:15][NH:16][CH2:27][CH3:28])([O:5][C:1]([CH3:2])([CH3:3])[CH3:4])([O:8][C:9]([CH3:10])([CH3:11])[CH3:12])=[O:7]. The yield is 0.940. (3) The reactants are Br.[N+:2]([C:5]1[CH:10]=[CH:9][C:8]([CH2:11][C@@H:12]([C:14]2[N:15]=[C:16]([C:19]3[CH:24]=[CH:23][CH:22]=[CH:21][CH:20]=3)[S:17][CH:18]=2)[NH2:13])=[CH:7][CH:6]=1)([O-:4])=[O:3].C([O-])([O-])=O.[Ca+2].[C:30](Cl)(Cl)=[S:31]. The catalyst is C(Cl)(Cl)(Cl)Cl.O.C(Cl)Cl.O. The product is [N:13]([C@H:12]([C:14]1[N:15]=[C:16]([C:19]2[CH:20]=[CH:21][CH:22]=[CH:23][CH:24]=2)[S:17][CH:18]=1)[CH2:11][C:8]1[CH:7]=[CH:6][C:5]([N+:2]([O-:4])=[O:3])=[CH:10][CH:9]=1)=[C:30]=[S:31]. The yield is 0.930. (4) The reactants are [CH2:1]([O:3][C:4]([C:6]12[CH2:13][CH2:12][C:9]([NH:14][CH2:15][C:16]([N:18]3[CH2:22][C@@H:21]([F:23])[CH2:20][C@H:19]3[C:24]([NH2:26])=O)=[O:17])([CH2:10][CH2:11]1)[CH2:8][CH2:7]2)=[O:5])[CH3:2].ClC(Cl)(Cl)C(OC(=O)C(Cl)(Cl)Cl)=O.FC(F)(F)C(O)=O. No catalyst specified. The product is [CH2:1]([O:3][C:4]([C:6]12[CH2:13][CH2:12][C:9]([NH:14][CH2:15][C:16]([N:18]3[CH2:22][C@@H:21]([F:23])[CH2:20][C@H:19]3[C:24]#[N:26])=[O:17])([CH2:10][CH2:11]1)[CH2:8][CH2:7]2)=[O:5])[CH3:2]. The yield is 0.810. (5) The reactants are [OH:1][C:2]1[CH:11]=[C:10]2[C:5]([C:6]([O:12][C:13]3[CH:18]=[CH:17][C:16]([NH:19][C:20]([C:22]4[C:23](=[O:35])[N:24]([C:29]5[CH:34]=[CH:33][CH:32]=[CH:31][CH:30]=5)[N:25]([CH3:28])[C:26]=4[CH3:27])=[O:21])=[CH:15][CH:14]=3)=[CH:7][CH:8]=[N:9]2)=[CH:4][C:3]=1[O:36][CH3:37].[CH3:38][C@@H:39]1[CH2:41][O:40]1.C([O-])([O-])=O.[K+].[K+]. The catalyst is CN(C=O)C.O. The product is [OH:40][C@H:39]([CH3:41])[CH2:38][O:1][C:2]1[CH:11]=[C:10]2[C:5]([C:6]([O:12][C:13]3[CH:14]=[CH:15][C:16]([NH:19][C:20]([C:22]4[C:23](=[O:35])[N:24]([C:29]5[CH:30]=[CH:31][CH:32]=[CH:33][CH:34]=5)[N:25]([CH3:28])[C:26]=4[CH3:27])=[O:21])=[CH:17][CH:18]=3)=[CH:7][CH:8]=[N:9]2)=[CH:4][C:3]=1[O:36][CH3:37]. The yield is 0.250.